This data is from Catalyst prediction with 721,799 reactions and 888 catalyst types from USPTO. The task is: Predict which catalyst facilitates the given reaction. Reactant: [F:1][C:2]([F:18])([F:17])[C:3]1[CH:4]=[CH:5][C:6]([O:9][C:10]2[CH:11]=[C:12]([OH:16])[CH:13]=[CH:14][CH:15]=2)=[N:7][CH:8]=1.[CH3:19][N:20]([C:24]1[CH:29]=[CH:28][CH:27]=[CH:26][CH:25]=1)[C:21](Cl)=[O:22]. Product: [F:18][C:2]([F:1])([F:17])[C:3]1[CH:4]=[CH:5][C:6]([O:9][C:10]2[CH:11]=[C:12]([O:16][C:21](=[O:22])[N:20]([CH3:19])[C:24]3[CH:29]=[CH:28][CH:27]=[CH:26][CH:25]=3)[CH:13]=[CH:14][CH:15]=2)=[N:7][CH:8]=1. The catalyst class is: 4.